Dataset: Forward reaction prediction with 1.9M reactions from USPTO patents (1976-2016). Task: Predict the product of the given reaction. (1) Given the reactants C([Si](C)(C)OC(CCCCCCCC(O)=O)CCCCCCCC(O)=O)(C)(C)C.[Si]([O:37][CH:38]([CH2:58][CH2:59][CH2:60][CH2:61][CH2:62][CH2:63][CH2:64][C:65]([O:67][CH2:68]/[CH:69]=[CH:70]\[CH2:71][CH2:72][CH2:73][CH2:74][CH2:75][CH3:76])=[O:66])[CH2:39][CH2:40][CH2:41][CH2:42][CH2:43][CH2:44][CH2:45][C:46]([O:48][CH2:49]/[CH:50]=[CH:51]\[CH2:52][CH2:53][CH2:54][CH2:55][CH2:56][CH3:57])=[O:47])(C(C)(C)C)(C)C, predict the reaction product. The product is: [OH:37][CH:38]([CH2:39][CH2:40][CH2:41][CH2:42][CH2:43][CH2:44][CH2:45][C:46]([O:48][CH2:49]/[CH:50]=[CH:51]\[CH2:52][CH2:53][CH2:54][CH2:55][CH2:56][CH3:57])=[O:47])[CH2:58][CH2:59][CH2:60][CH2:61][CH2:62][CH2:63][CH2:64][C:65]([O:67][CH2:68]/[CH:69]=[CH:70]\[CH2:71][CH2:72][CH2:73][CH2:74][CH2:75][CH3:76])=[O:66]. (2) Given the reactants C([NH:8][C@@H:9]([C:17]([N:19]1[CH2:24][CH2:23][CH:22]([CH:25]2[CH2:30][CH2:29][N:28]([CH3:31])[CH2:27][CH2:26]2)[CH2:21][CH2:20]1)=[O:18])[CH2:10][C:11]1[CH:12]=[N:13][CH:14]=[CH:15][CH:16]=1)(OC(C)(C)C)=O.C1(OC)C=CC=CC=1.[ClH:40], predict the reaction product. The product is: [ClH:40].[ClH:40].[ClH:40].[N:13]1[CH:14]=[CH:15][CH:16]=[C:11]([CH2:10][C@H:9]([C:17]([N:19]2[CH2:20][CH2:21][CH:22]([CH:25]3[CH2:30][CH2:29][N:28]([CH3:31])[CH2:27][CH2:26]3)[CH2:23][CH2:24]2)=[O:18])[NH2:8])[CH:12]=1. (3) Given the reactants C(OC([N:8]1[CH2:13][CH2:12][O:11][CH2:10][C@H:9]1[C:14](=[O:30])[NH:15][C:16]1[CH:17]=[C:18]([Cl:29])[CH:19]=[C:20]2[C:28]=1[NH:27][C:26]1[CH:25]=[N:24][CH:23]=[CH:22][C:21]2=1)=O)(C)(C)C.FC(F)(F)C(O)=O.[C:38]([O:42][C:43]([N:45]1[CH2:51][CH2:50][CH2:49][C@@H:46]1[CH:47]=O)=[O:44])([CH3:41])([CH3:40])[CH3:39].C(O[BH-](OC(=O)C)OC(=O)C)(=O)C.[Na+], predict the reaction product. The product is: [C:38]([O:42][C:43]([N:45]1[CH2:51][CH2:50][CH2:49][C@@H:46]1[CH2:47][N:8]1[CH2:13][CH2:12][O:11][CH2:10][C@H:9]1[C:14](=[O:30])[NH:15][C:16]1[CH:17]=[C:18]([Cl:29])[CH:19]=[C:20]2[C:28]=1[NH:27][C:26]1[CH:25]=[N:24][CH:23]=[CH:22][C:21]2=1)=[O:44])([CH3:41])([CH3:39])[CH3:40]. (4) Given the reactants [CH2:1]([O:3][C:4]([C:6]1[CH:11]=[CH:10][CH:9]=[C:8](O)[N:7]=1)=[O:5])[CH3:2].COC1C=CC(P2(SP(C3C=CC(OC)=CC=3)(=S)S2)=[S:22])=CC=1.O, predict the reaction product. The product is: [CH2:1]([O:3][C:4]([C:6]1[CH:11]=[CH:10][CH:9]=[C:8]([SH:22])[N:7]=1)=[O:5])[CH3:2]. (5) Given the reactants [Cl:1][C:2]1[CH:3]=[C:4]2[C:9](=[CH:10][CH:11]=1)[NH:8][C:7](=[O:12])[C:6]([C@@H:13]([NH:15][C:16]1[N:21]=[C:20]([O:22]C)[C:19]([C:24]#[N:25])=[CH:18][N:17]=1)[CH3:14])=[CH:5]2.[I-].[Na+].C[Si](Cl)(C)C, predict the reaction product. The product is: [Cl:1][C:2]1[CH:3]=[C:4]2[C:9](=[CH:10][CH:11]=1)[NH:8][C:7](=[O:12])[C:6]([C@@H:13]([NH:15][C:16]1[NH:21][C:20](=[O:22])[C:19]([C:24]#[N:25])=[CH:18][N:17]=1)[CH3:14])=[CH:5]2.